This data is from Full USPTO retrosynthesis dataset with 1.9M reactions from patents (1976-2016). The task is: Predict the reactants needed to synthesize the given product. Given the product [CH3:28][C@:25]12[C@@:24]3([CH3:29])[C@@H:15]([C@:16]4([CH3:41])[C@@H:21]([CH2:22][CH2:23]3)[C:20]([CH3:30])([CH3:31])[C:19]([C:32]3[CH:33]=[CH:34][C:35]([C:36]([OH:38])=[O:37])=[CH:39][CH:40]=3)=[CH:18][CH2:17]4)[CH2:14][CH2:13][C@@H:12]1[C@H:11]1[C@H:42]([C:45]([CH3:47])=[CH2:46])[CH2:43][CH2:44][C@:10]1([NH:9][CH2:8][CH2:7][S:4]([CH3:3])(=[O:6])=[O:5])[CH2:27][CH2:26]2, predict the reactants needed to synthesize it. The reactants are: OC[CH2:3][S:4]([CH2:7][CH2:8][NH:9][C@:10]12[CH2:44][CH2:43][C@@H:42]([C:45]([CH3:47])=[CH2:46])[C@@H:11]1[C@@H:12]1[C@@:25]([CH3:28])([CH2:26][CH2:27]2)[C@@:24]2([CH3:29])[C@@H:15]([C@:16]3([CH3:41])[C@@H:21]([CH2:22][CH2:23]2)[C:20]([CH3:31])([CH3:30])[C:19]([C:32]2[CH:40]=[CH:39][C:35]([C:36]([OH:38])=[O:37])=[CH:34][CH:33]=2)=[CH:18][CH2:17]3)[CH2:14][CH2:13]1)(=[O:6])=[O:5].CS(C=C)(=O)=O.